Dataset: Forward reaction prediction with 1.9M reactions from USPTO patents (1976-2016). Task: Predict the product of the given reaction. (1) Given the reactants Br[C:2]1[N:7]=[CH:6][C:5]([C:8]([N:10]2[CH2:15][CH2:14][N:13]([C:16]3[CH:21]=[CH:20][C:19]([CH3:22])=[CH:18][C:17]=3[CH3:23])[CH2:12][CH2:11]2)=[O:9])=[CH:4][CH:3]=1.[O:24]1[CH2:28][CH2:27][NH:26][C:25]1=[O:29], predict the reaction product. The product is: [CH3:23][C:17]1[CH:18]=[C:19]([CH3:22])[CH:20]=[CH:21][C:16]=1[N:13]1[CH2:14][CH2:15][N:10]([C:8]([C:5]2[CH:4]=[CH:3][C:2]([N:26]3[CH2:27][CH2:28][O:24][C:25]3=[O:29])=[N:7][CH:6]=2)=[O:9])[CH2:11][CH2:12]1. (2) Given the reactants [CH3:1][O:2][N:3]=[C:4]([C:7]1[C:12]([Cl:13])=[CH:11][C:10]([Cl:14])=[CH:9][N:8]=1)[CH2:5]Br.[CH:15]1([NH2:18])[CH2:17][CH2:16]1.O, predict the reaction product. The product is: [CH3:1][O:2][N:3]=[C:4]([C:7]1[C:12]([Cl:13])=[CH:11][C:10]([Cl:14])=[CH:9][N:8]=1)[CH2:5][NH:18][CH:15]1[CH2:17][CH2:16]1.